This data is from Forward reaction prediction with 1.9M reactions from USPTO patents (1976-2016). The task is: Predict the product of the given reaction. Given the reactants [F:1][C:2]1[CH:21]=[CH:20][C:5]2[C:6]([C:9]3[CH:14]=[CH:13][C:12]([O:15][CH2:16][C@H:17]4[CH2:19][O:18]4)=[CH:11][CH:10]=3)=[N:7][O:8][C:4]=2[CH:3]=1.[F:22][C:23]1[CH:30]=[CH:29][CH:28]=[C:27]([F:31])[C:24]=1[CH2:25][NH2:26], predict the reaction product. The product is: [F:22][C:23]1[CH:30]=[CH:29][CH:28]=[C:27]([F:31])[C:24]=1[CH2:25][NH:26][CH2:19][C@@H:17]([OH:18])[CH2:16][O:15][C:12]1[CH:13]=[CH:14][C:9]([C:6]2[C:5]3[CH:20]=[CH:21][C:2]([F:1])=[CH:3][C:4]=3[O:8][N:7]=2)=[CH:10][CH:11]=1.